This data is from Catalyst prediction with 721,799 reactions and 888 catalyst types from USPTO. The task is: Predict which catalyst facilitates the given reaction. (1) Reactant: [C:1](Cl)(=O)[C:2]([Cl:4])=[O:3].[Br:7][C:8]1[CH:13]=[CH:12][CH:11]=[C:10]([C:14]2[CH:19]=[CH:18][CH:17]=[CH:16][CH:15]=2)C=1C(O)=O.Cl. The catalyst class is: 118. Product: [Br:7][C:8]1[CH:13]=[CH:12][CH:11]=[C:10]([C:14]2[CH:15]=[CH:16][CH:17]=[CH:18][CH:19]=2)[C:1]=1[C:2]([Cl:4])=[O:3]. (2) Reactant: [C:1]([Si:5]([CH3:17])([CH3:16])[O:6][C@H:7]1[C@H:11]2[O:12][CH2:13][C@@H:14]([OH:15])[C@H:10]2[O:9][CH2:8]1)([CH3:4])([CH3:3])[CH3:2].[H-].[Na+].Br[CH2:21][C:22]#[CH:23]. Product: [C:1]([Si:5]([CH3:17])([CH3:16])[O:6][C@@H:7]1[CH2:8][O:9][C@@H:10]2[C@H:14]([O:15][CH2:23][C:22]#[CH:21])[CH2:13][O:12][C@H:11]12)([CH3:4])([CH3:3])[CH3:2]. The catalyst class is: 3. (3) Reactant: CC(C)([O-])C.[K+].[C:7]1(=[N:12][OH:13])[CH2:11][CH2:10][CH2:9][CH2:8]1.F[C:15]1[CH:20]=[CH:19][C:18]([N+:21]([O-:23])=[O:22])=[CH:17][CH:16]=1. Product: [N+:21]([C:18]1[CH:19]=[CH:20][C:15]([O:13][N:12]=[C:7]2[CH2:11][CH2:10][CH2:9][CH2:8]2)=[CH:16][CH:17]=1)([O-:23])=[O:22]. The catalyst class is: 3. (4) Reactant: [OH:1][C:2]1[CH:11]=[C:10]2[C:5]([C:6](=O)[C:7]([C:12]3[CH:17]=[CH:16][CH:15]=[CH:14][CH:13]=3)=[CH:8][O:9]2)=[CH:4][CH:3]=1.O.[NH2:20][NH2:21]. Product: [C:12]1([C:7]2[C:6]([C:5]3[CH:4]=[CH:3][C:2]([OH:1])=[CH:11][C:10]=3[OH:9])=[N:20][NH:21][CH:8]=2)[CH:17]=[CH:16][CH:15]=[CH:14][CH:13]=1. The catalyst class is: 8.